From a dataset of Full USPTO retrosynthesis dataset with 1.9M reactions from patents (1976-2016). Predict the reactants needed to synthesize the given product. (1) Given the product [Si:10]([O:19][C@@H:20]1[CH2:24][NH:23][C:22](=[O:25])[CH2:21]1)([C:6]([CH3:9])([CH3:8])[CH3:7])([CH3:13])[CH3:12], predict the reactants needed to synthesize it. The reactants are: N1C=CN=C1.[C:6]([Si:10]([CH3:13])([CH3:12])Cl)([CH3:9])([CH3:8])[CH3:7].CN(C)C=O.[OH:19][C@@H:20]1[CH2:24][NH:23][C:22](=[O:25])[CH2:21]1. (2) The reactants are: COC1C=C(OC)C=CC=1C[N:6]1[C:11](=[O:12])[C:10]2[CH:13]=[C:14]([CH2:16][CH3:17])[S:15][C:9]=2[N:8]([CH2:18][C:19]2[CH:24]=[CH:23][C:22]([C:25]3[C:26]([C:31]#[N:32])=[CH:27][CH:28]=[CH:29][CH:30]=3)=[CH:21][CH:20]=2)[C:7]1=[O:33].FC(F)(F)C(O)=O. Given the product [CH2:16]([C:14]1[S:15][C:9]2[N:8]([CH2:18][C:19]3[CH:24]=[CH:23][C:22]([C:25]4[C:26]([C:31]#[N:32])=[CH:27][CH:28]=[CH:29][CH:30]=4)=[CH:21][CH:20]=3)[C:7](=[O:33])[NH:6][C:11](=[O:12])[C:10]=2[CH:13]=1)[CH3:17], predict the reactants needed to synthesize it.